Dataset: Reaction yield outcomes from USPTO patents with 853,638 reactions. Task: Predict the reaction yield, written as a fraction of the theoretical maximum amount of product (1.0 means a 100% yield; for example, 0.34 means a 34% yield). (1) The reactants are [CH3:1][N:2]1[CH2:7][CH:6]=[C:5]([C:8]2[C:16]3[C:11](=[CH:12][CH:13]=[C:14]([NH:17][C:18]([NH:20]C(=O)C4C=CC=CC=4)=[S:19])[CH:15]=3)[NH:10][CH:9]=2)[CH2:4][CH2:3]1.I[CH3:30]. The catalyst is CC(C)=O. The product is [CH3:1][N:2]1[CH2:7][CH:6]=[C:5]([C:8]2[C:16]3[C:11](=[CH:12][CH:13]=[C:14]([NH:17][C:18]([S:20][CH3:30])=[NH:19])[CH:15]=3)[NH:10][CH:9]=2)[CH2:4][CH2:3]1. The yield is 0.190. (2) The reactants are [Cl:1][C:2]1[C:3]([F:11])=[C:4]([C:7]([F:10])=[CH:8][CH:9]=1)[CH:5]=O.COP([CH2:18][C:19]([O:21][C:22]([CH3:25])([CH3:24])[CH3:23])=[O:20])(OC)=O.CC([O-])(C)C.[K+]. The catalyst is C1COCC1.CCOC(C)=O. The product is [Cl:1][C:2]1[C:3]([F:11])=[C:4](/[CH:5]=[CH:18]/[C:19]([O:21][C:22]([CH3:25])([CH3:24])[CH3:23])=[O:20])[C:7]([F:10])=[CH:8][CH:9]=1. The yield is 0.592.